This data is from NCI-60 drug combinations with 297,098 pairs across 59 cell lines. The task is: Regression. Given two drug SMILES strings and cell line genomic features, predict the synergy score measuring deviation from expected non-interaction effect. (1) Drug 1: CC1CCC2CC(C(=CC=CC=CC(CC(C(=O)C(C(C(=CC(C(=O)CC(OC(=O)C3CCCCN3C(=O)C(=O)C1(O2)O)C(C)CC4CCC(C(C4)OC)OCCO)C)C)O)OC)C)C)C)OC. Drug 2: C1C(C(OC1N2C=NC(=NC2=O)N)CO)O. Cell line: EKVX. Synergy scores: CSS=6.88, Synergy_ZIP=-4.78, Synergy_Bliss=-4.41, Synergy_Loewe=-5.60, Synergy_HSA=-2.51. (2) Drug 1: C1C(C(OC1N2C=C(C(=O)NC2=O)F)CO)O. Drug 2: C(CCl)NC(=O)N(CCCl)N=O. Cell line: HL-60(TB). Synergy scores: CSS=36.2, Synergy_ZIP=3.30, Synergy_Bliss=4.28, Synergy_Loewe=-48.9, Synergy_HSA=4.42. (3) Drug 1: CC(C1=C(C=CC(=C1Cl)F)Cl)OC2=C(N=CC(=C2)C3=CN(N=C3)C4CCNCC4)N. Drug 2: C1=CC=C(C(=C1)C(C2=CC=C(C=C2)Cl)C(Cl)Cl)Cl. Cell line: SNB-75. Synergy scores: CSS=9.16, Synergy_ZIP=-0.951, Synergy_Bliss=3.22, Synergy_Loewe=0.925, Synergy_HSA=2.54. (4) Synergy scores: CSS=30.1, Synergy_ZIP=-11.7, Synergy_Bliss=-7.75, Synergy_Loewe=-34.6, Synergy_HSA=-5.00. Drug 1: C1CC(=O)NC(=O)C1N2CC3=C(C2=O)C=CC=C3N. Cell line: HOP-92. Drug 2: C1=CN(C(=O)N=C1N)C2C(C(C(O2)CO)O)O.Cl. (5) Drug 1: CC1=C(C(=CC=C1)Cl)NC(=O)C2=CN=C(S2)NC3=CC(=NC(=N3)C)N4CCN(CC4)CCO. Drug 2: CCC1=C2N=C(C=C(N2N=C1)NCC3=C[N+](=CC=C3)[O-])N4CCCCC4CCO. Cell line: T-47D. Synergy scores: CSS=36.7, Synergy_ZIP=0.300, Synergy_Bliss=0.503, Synergy_Loewe=-1.33, Synergy_HSA=5.63. (6) Drug 1: CC1C(C(=O)NC(C(=O)N2CCCC2C(=O)N(CC(=O)N(C(C(=O)O1)C(C)C)C)C)C(C)C)NC(=O)C3=C4C(=C(C=C3)C)OC5=C(C(=O)C(=C(C5=N4)C(=O)NC6C(OC(=O)C(N(C(=O)CN(C(=O)C7CCCN7C(=O)C(NC6=O)C(C)C)C)C)C(C)C)C)N)C. Drug 2: CCN(CC)CCCC(C)NC1=C2C=C(C=CC2=NC3=C1C=CC(=C3)Cl)OC. Cell line: SF-539. Synergy scores: CSS=33.7, Synergy_ZIP=-4.03, Synergy_Bliss=2.92, Synergy_Loewe=2.33, Synergy_HSA=5.27.